This data is from NCI-60 drug combinations with 297,098 pairs across 59 cell lines. The task is: Regression. Given two drug SMILES strings and cell line genomic features, predict the synergy score measuring deviation from expected non-interaction effect. (1) Cell line: KM12. Synergy scores: CSS=34.0, Synergy_ZIP=-1.75, Synergy_Bliss=-0.131, Synergy_Loewe=-30.2, Synergy_HSA=-2.82. Drug 2: CS(=O)(=O)OCCCCOS(=O)(=O)C. Drug 1: C1C(C(OC1N2C=NC3=C(N=C(N=C32)Cl)N)CO)O. (2) Drug 1: C1CC(=O)NC(=O)C1N2CC3=C(C2=O)C=CC=C3N. Drug 2: COC1=C2C(=CC3=C1OC=C3)C=CC(=O)O2. Cell line: PC-3. Synergy scores: CSS=2.46, Synergy_ZIP=-2.23, Synergy_Bliss=-2.94, Synergy_Loewe=-2.74, Synergy_HSA=-2.72.